Dataset: Peptide-MHC class I binding affinity with 185,985 pairs from IEDB/IMGT. Task: Regression. Given a peptide amino acid sequence and an MHC pseudo amino acid sequence, predict their binding affinity value. This is MHC class I binding data. (1) The peptide sequence is LVIGVAFLAV. The MHC is HLA-A68:02 with pseudo-sequence HLA-A68:02. The binding affinity (normalized) is 0.618. (2) The peptide sequence is TQIGCTLNF. The MHC is HLA-A33:01 with pseudo-sequence HLA-A33:01. The binding affinity (normalized) is 0.0211. (3) The peptide sequence is ITKGLGISYGR. The MHC is HLA-A02:03 with pseudo-sequence HLA-A02:03. The binding affinity (normalized) is 0.